This data is from Catalyst prediction with 721,799 reactions and 888 catalyst types from USPTO. The task is: Predict which catalyst facilitates the given reaction. Reactant: [CH:1]1([N:6]2[C:15]3[N:14]=[C:13]([NH:16][C:17]4[CH:18]=[CH:19][C:20]([C:30](O)=[O:31])=[C:21]5[C:25]=4[O:24][CH:23]([CH2:26][N:27]([CH3:29])[CH3:28])[CH2:22]5)[N:12]=[CH:11][C:10]=3[N:9]([CH3:33])[C:8](=[O:34])[C@H:7]2[CH2:35][CH3:36])[CH2:5][CH2:4][CH2:3][CH2:2]1.F[B-](F)(F)F.[N:42]1(OC(N(C)C)=[N+](C)C)[C:46]2[CH:47]=[CH:48]C=[CH:50][C:45]=2N=N1.[CH:59]([N:62](C(C)C)CC)(C)C.[Cl-].[Na+]. Product: [CH:1]1([N:6]2[C:15]3[N:14]=[C:13]([NH:16][C:17]4[CH:18]=[CH:19][C:20]([C:30]([NH:42][CH:46]5[CH2:45][CH2:50][N:62]([CH3:59])[CH2:48][CH2:47]5)=[O:31])=[C:21]5[C:25]=4[O:24][CH:23]([CH2:26][N:27]([CH3:29])[CH3:28])[CH2:22]5)[N:12]=[CH:11][C:10]=3[N:9]([CH3:33])[C:8](=[O:34])[C@H:7]2[CH2:35][CH3:36])[CH2:5][CH2:4][CH2:3][CH2:2]1. The catalyst class is: 4.